This data is from Catalyst prediction with 721,799 reactions and 888 catalyst types from USPTO. The task is: Predict which catalyst facilitates the given reaction. (1) Reactant: [Cl:1][C:2]1[N:7]=[C:6]([N:8]2[CH2:12][CH2:11][CH2:10][C@H:9]2[CH2:13][OH:14])[C:5]([O:15]C)=[C:4]([Cl:17])[N:3]=1.[Cl-].[Li+]. Product: [Cl:1][C:2]1[N:3]=[C:4]([Cl:17])[C:5]([OH:15])=[C:6]([N:8]2[CH2:12][CH2:11][CH2:10][C@H:9]2[CH2:13][OH:14])[N:7]=1. The catalyst class is: 3. (2) Reactant: Br[C:2]1[CH:3]=[CH:4][C:5]2[S:9](=[O:11])(=[O:10])[NH:8][CH:7]([CH2:12][OH:13])[C:6]=2[CH:14]=1.[F:15][C:16]1[CH:24]=[C:23]2[C:19]([C:20](B3OC(C)(C)C(C)(C)O3)=[CH:21][N:22]2[C:25]([O:27][C:28]([CH3:31])([CH3:30])[CH3:29])=[O:26])=[CH:18][CH:17]=1.C([O-])([O-])=O.[Cs+].[Cs+]. Product: [F:15][C:16]1[CH:24]=[C:23]2[C:19]([C:20]([C:2]3[CH:3]=[CH:4][C:5]4[S:9](=[O:11])(=[O:10])[NH:8][CH:7]([CH2:12][OH:13])[C:6]=4[CH:14]=3)=[CH:21][N:22]2[C:25]([O:27][C:28]([CH3:31])([CH3:30])[CH3:29])=[O:26])=[CH:18][CH:17]=1. The catalyst class is: 75.